From a dataset of Catalyst prediction with 721,799 reactions and 888 catalyst types from USPTO. Predict which catalyst facilitates the given reaction. (1) Reactant: C(OC(=O)[NH:7][C@H:8]1[CH2:14][O:13][C:12]2[CH:15]=[C:16]([O:19]C)[CH:17]=[CH:18][C:11]=2[NH:10][C:9]1=[O:21])(C)(C)C.B(Br)(Br)Br. Product: [NH2:7][C@H:8]1[CH2:14][O:13][C:12]2[CH:15]=[C:16]([OH:19])[CH:17]=[CH:18][C:11]=2[NH:10][C:9]1=[O:21]. The catalyst class is: 2. (2) Reactant: [Cl:1][C:2]1[C:9]([CH3:10])=[C:8](F)[CH:7]=[CH:6][C:3]=1[C:4]#[N:5].[NH2:12][C@@H:13]([C:17]([OH:19])=[O:18])[C@H:14]([CH3:16])[OH:15].C([O-])([O-])=O.[K+].[K+].C(O)(=O)CC(CC(O)=O)(C(O)=O)O. Product: [Cl:1][C:2]1[C:9]([CH3:10])=[C:8]([NH:12][C@H:13]([C@@H:14]([OH:15])[CH3:16])[C:17]([OH:19])=[O:18])[CH:7]=[CH:6][C:3]=1[C:4]#[N:5]. The catalyst class is: 16. (3) Reactant: Br[C@H:2]1[CH2:21][N:5]2[C:6](=[O:20])[N:7]([C:9]3[CH:14]=[CH:13][C:12]([O:15][C:16]([F:19])([F:18])[F:17])=[CH:11][CH:10]=3)[CH2:8][C@@H:4]2[CH2:3]1.[N-:22]=[N+:23]=[N-:24].[Na+].O. Product: [N:22]([C@@H:2]1[CH2:21][N:5]2[C:6](=[O:20])[N:7]([C:9]3[CH:14]=[CH:13][C:12]([O:15][C:16]([F:19])([F:18])[F:17])=[CH:11][CH:10]=3)[CH2:8][C@@H:4]2[CH2:3]1)=[N+:23]=[N-:24]. The catalyst class is: 3. (4) Reactant: C(O[CH:4]=[C:5]([C:11](=[O:18])[NH:12][C:13]([O:15]CC)=O)[C:6]([O:8][CH2:9][CH3:10])=[O:7])C.[CH3:19][N:20]1[C:28]2[C:23](=[CH:24][C:25]([NH2:29])=[CH:26][CH:27]=2)[CH:22]=[N:21]1.CC(C)([O-])C.[K+].Cl. Product: [CH3:19][N:20]1[C:28]2[C:23](=[CH:24][C:25]([N:29]3[CH:4]=[C:5]([C:6]([O:8][CH2:9][CH3:10])=[O:7])[C:11](=[O:18])[NH:12][C:13]3=[O:15])=[CH:26][CH:27]=2)[CH:22]=[N:21]1. The catalyst class is: 40. (5) Reactant: [C:1]12([CH2:11][S:12]([OH:15])(=[O:14])=[O:13])[C:8]([CH3:10])([CH3:9])[CH:5]([CH2:6][CH2:7]1)[CH2:4][C:2]2=[O:3].[F:16][C:17]1[CH:18]=[C:19]([NH2:28])[CH:20]=[C:21]2[C:25]=1[C:24]([CH3:27])([CH3:26])[CH2:23][CH2:22]2. Product: [C:1]12([CH2:11][S:12]([OH:15])(=[O:13])=[O:14])[C:8]([CH3:10])([CH3:9])[CH:5]([CH2:6][CH2:7]1)[CH2:4][C:2]2=[O:3].[F:16][C:17]1[CH:18]=[C:19]([NH2:28])[CH:20]=[C:21]2[C:25]=1[C:24]([CH3:26])([CH3:27])[CH2:23][CH2:22]2. The catalyst class is: 13.